Dataset: Reaction yield outcomes from USPTO patents with 853,638 reactions. Task: Predict the reaction yield, written as a fraction of the theoretical maximum amount of product (1.0 means a 100% yield; for example, 0.34 means a 34% yield). (1) The reactants are C([O:3][C:4](=[O:27])[CH2:5][C:6]1[CH:11]=[CH:10][C:9]([C@@H:12]2[CH2:16][CH2:15][C@H:14]([NH:17][C@@H:18]([C:20]3[CH:25]=[CH:24][CH:23]=[C:22]([Cl:26])[CH:21]=3)[CH3:19])[CH2:13]2)=[CH:8][CH:7]=1)C.[OH-].[Na+]. The catalyst is C1COCC1.CO. The product is [Cl:26][C:22]1[CH:21]=[C:20]([C@H:18]([NH:17][C@H:14]2[CH2:15][CH2:16][C@@H:12]([C:9]3[CH:10]=[CH:11][C:6]([CH2:5][C:4]([OH:27])=[O:3])=[CH:7][CH:8]=3)[CH2:13]2)[CH3:19])[CH:25]=[CH:24][CH:23]=1. The yield is 1.00. (2) The reactants are C([NH:5][C:6]([NH:8][C:9]1([CH2:38][CH2:39][CH:40]([CH3:42])[CH3:41])[C:18]2[C:13](=[CH:14][CH:15]=[CH:16][CH:17]=2)[C:12]([OH:19])=[C:11]([C:20]2[NH:25][C:24]3[CH:26]=[CH:27][C:28]([NH:30][S:31]([CH3:34])(=[O:33])=[O:32])=[CH:29][C:23]=3[S:22](=[O:36])(=[O:35])[N:21]=2)[C:10]1=[O:37])=[O:7])(C)(C)C.FC(F)(F)C(O)=O. The yield is 1.00. The product is [NH2:5][C:6]([NH:8][C:9]1([CH2:38][CH2:39][CH:40]([CH3:42])[CH3:41])[C:18]2[C:13](=[CH:14][CH:15]=[CH:16][CH:17]=2)[C:12]([OH:19])=[C:11]([C:20]2[NH:25][C:24]3[CH:26]=[CH:27][C:28]([NH:30][S:31]([CH3:34])(=[O:32])=[O:33])=[CH:29][C:23]=3[S:22](=[O:36])(=[O:35])[N:21]=2)[C:10]1=[O:37])=[O:7]. The catalyst is ClCCl. (3) The reactants are C1(C)C=CC(S(O[C@@H:11]([CH2:13]/[CH:14]=[CH:15]/[C:16]2[CH:17]=[N:18][CH:19]=[C:20]([O:22][CH:23]([CH3:25])[CH3:24])[CH:21]=2)[CH3:12])(=O)=O)=CC=1.[CH3:27][NH2:28]. The catalyst is C(O)C. The product is [CH3:27][NH:28][C@H:11]([CH2:13]/[CH:14]=[CH:15]/[C:16]1[CH:17]=[N:18][CH:19]=[C:20]([O:22][CH:23]([CH3:25])[CH3:24])[CH:21]=1)[CH3:12]. The yield is 0.310. (4) The product is [CH:15]1([CH2:14][CH:13]([C:20]2[CH:25]=[CH:24][C:23]([Cl:26])=[C:22]([Cl:27])[CH:21]=2)[C:12]([NH:11][C:8]2[S:9][CH:10]=[C:6]([CH2:5][CH2:4][OH:3])[N:7]=2)=[O:28])[CH2:19][CH2:18][CH2:17][CH2:16]1. The reactants are C([O:3][C:4](=O)[CH2:5][C:6]1[N:7]=[C:8]([NH:11][C:12](=[O:28])[CH:13]([C:20]2[CH:25]=[CH:24][C:23]([Cl:26])=[C:22]([Cl:27])[CH:21]=2)[CH2:14][CH:15]2[CH2:19][CH2:18][CH2:17][CH2:16]2)[S:9][CH:10]=1)C.[BH4-].[Na+]. The catalyst is O1CCCC1. The yield is 0.580. (5) The reactants are [CH2:1]([P:3]([CH2:10][CH2:11][O:12][CH2:13][CH3:14])(=[O:9])[O:4]CCCC)[CH3:2].Cl. No catalyst specified. The product is [CH2:1]([P:3]([CH2:10][CH2:11][O:12][CH2:13][CH3:14])(=[O:4])[OH:9])[CH3:2]. The yield is 0.940. (6) The reactants are [F:1][C:2]1[CH:28]=[CH:27][C:5]([O:6][C:7]2[CH:22]=[C:21]([C:23]([F:26])([F:25])[F:24])[CH:20]=[CH:19][C:8]=2[C:9]([NH:11][C:12]2[CH:17]=[CH:16][NH:15][C:14](=[O:18])[CH:13]=2)=[O:10])=[C:4]([CH3:29])[CH:3]=1.C(OCC)(=O)C.N12CCN(CC1)CC2.[Cl:44][C:45](OCCl)=O. The catalyst is O.CN(C=O)C. The product is [Cl:44][CH2:45][N:15]1[CH:16]=[CH:17][C:12]([NH:11][C:9](=[O:10])[C:8]2[CH:19]=[CH:20][C:21]([C:23]([F:26])([F:24])[F:25])=[CH:22][C:7]=2[O:6][C:5]2[CH:27]=[CH:28][C:2]([F:1])=[CH:3][C:4]=2[CH3:29])=[CH:13][C:14]1=[O:18]. The yield is 0.870. (7) The reactants are Cl[C:2]1[N:7]=[C:6]([NH:8]C2C=CC3OC(=O)NC=3C=2)[C:5]([CH3:19])=[CH:4][N:3]=1.Cl.CS(C1C=C([NH2:31])C=CC=1)(=O)=O.C(O)(C(F)(F)F)=O. The catalyst is CC(O)C. The product is [CH3:19][C:5]1[C:6]([NH2:8])=[N:7][C:2]([NH2:31])=[N:3][CH:4]=1. The yield is 0.490. (8) The reactants are [Br:1][C:2]1[CH:3]=[C:4]([N:8](C)[C:9](=O)OC(C)(C)C)[CH:5]=[CH:6][CH:7]=1.FC(F)(F)C(O)=O.C(=O)([O-])O.[Na+]. The catalyst is ClCCl. The product is [Br:1][C:2]1[CH:3]=[C:4]([CH:5]=[CH:6][CH:7]=1)[NH:8][CH3:9]. The yield is 0.900. (9) The reactants are [N:1]1([CH2:7][C@H:8]([OH:11])[CH2:9][OH:10])[CH2:6][CH2:5][O:4][CH2:3][CH2:2]1.[S:12](Cl)([Cl:14])=[O:13]. The catalyst is C(Cl)Cl. The product is [ClH:14].[O:13]=[S:12]1[O:11][C@@H:8]([CH2:7][N:1]2[CH2:6][CH2:5][O:4][CH2:3][CH2:2]2)[CH2:9][O:10]1. The yield is 1.03.